This data is from Forward reaction prediction with 1.9M reactions from USPTO patents (1976-2016). The task is: Predict the product of the given reaction. (1) Given the reactants C(N(CC)CC)C.Cl.[NH2:9][OH:10].[O:11]=[S:12]1(=[O:35])[C:17]2[CH:18]=[C:19]([O:22][C:23]3[CH:28]=[CH:27][C:26]([CH2:29][C:30]#[N:31])=[CH:25][CH:24]=3)[CH:20]=[CH:21][C:16]=2[N:15]2[CH2:32][CH2:33][CH2:34][CH:14]2[NH:13]1, predict the reaction product. The product is: [O:35]=[S:12]1(=[O:11])[C:17]2[CH:18]=[C:19]([O:22][C:23]3[CH:28]=[CH:27][C:26]([CH2:29][C:30](=[N:9][OH:10])[NH2:31])=[CH:25][CH:24]=3)[CH:20]=[CH:21][C:16]=2[N:15]2[CH2:32][CH2:33][CH2:34][C:14]2=[N:13]1. (2) Given the reactants [Cl:1][C:2]1[C:10]2[NH:9][N:8]=[CH:7][C:6]=2[C:5]2[CH2:11][N:12]([CH2:21][C:22]([F:25])([F:24])[F:23])[C:13](=[O:20])[C@H:14]([CH2:16][C:17](O)=[O:18])[CH2:15][C:4]=2[CH:3]=1.[NH:26]1[CH2:31][CH2:30][CH:29]([CH:32]2[NH:36][C:35](=[O:37])[NH:34][C:33]2=[O:38])[CH2:28][CH2:27]1.F[B-](F)(F)F.N1(OC(N(C)C)=[N+](C)C)C2C=CC=CC=2N=N1.C(N(CC)CC)C, predict the reaction product. The product is: [Cl:1][C:2]1[C:10]2[NH:9][N:8]=[CH:7][C:6]=2[C:5]2[CH2:11][N:12]([CH2:21][C:22]([F:24])([F:25])[F:23])[C:13](=[O:20])[C@H:14]([CH2:16][C:17]([N:26]3[CH2:27][CH2:28][CH:29]([CH:32]4[NH:36][C:35](=[O:37])[NH:34][C:33]4=[O:38])[CH2:30][CH2:31]3)=[O:18])[CH2:15][C:4]=2[CH:3]=1. (3) Given the reactants [NH2:1][C:2]1[N:3]([CH2:27][CH3:28])[C:4]2[C:9]([C:10](=[O:25])[C:11]=1[C:12]1[N:13]([CH2:17][O:18][CH2:19][CH2:20][Si:21]([CH3:24])([CH3:23])[CH3:22])[CH:14]=[CH:15][N:16]=1)=[CH:8][CH:7]=[C:6](Cl)[N:5]=2.[Cl:29][C:30]1[CH:31]=[C:32](B(O)O)[CH:33]=[CH:34][C:35]=1[OH:36].[O-]P([O-])([O-])=O.[K+].[K+].[K+], predict the reaction product. The product is: [NH2:1][C:2]1[N:3]([CH2:27][CH3:28])[C:4]2[C:9]([C:10](=[O:25])[C:11]=1[C:12]1[N:13]([CH2:17][O:18][CH2:19][CH2:20][Si:21]([CH3:22])([CH3:23])[CH3:24])[CH:14]=[CH:15][N:16]=1)=[CH:8][CH:7]=[C:6]([C:32]1[CH:33]=[CH:34][C:35]([OH:36])=[C:30]([Cl:29])[CH:31]=1)[N:5]=2. (4) Given the reactants [F:1][C:2]1[CH:11]=[C:10]([N:12]2[C:16]([Si](C)(C)C)=[CH:15][N:14]=[N:13]2)[CH:9]=[CH:8][C:3]=1[C:4]([O:6][CH3:7])=[O:5].CCCC[N+](CCCC)(CCCC)CCCC.[F-].CC(O)=O, predict the reaction product. The product is: [F:1][C:2]1[CH:11]=[C:10]([N:12]2[CH:16]=[CH:15][N:14]=[N:13]2)[CH:9]=[CH:8][C:3]=1[C:4]([O:6][CH3:7])=[O:5]. (5) Given the reactants Cl[C:2]1[N:7]2[N:8]=[C:9](C)[CH:10]=[C:6]2[N:5]=[C:4]([NH:12][C:13](=[O:24])[C:14]2[CH:19]=[CH:18][C:17]([C:20]([OH:23])([CH3:22])[CH3:21])=[CH:16][CH:15]=2)[CH:3]=1.[CH3:25][O-:26].[Na+], predict the reaction product. The product is: [OH:23][C:20]([C:17]1[CH:16]=[CH:15][C:14]([C:13]([NH:12][C:4]2[CH:3]=[C:2]([O:26][CH3:25])[N:7]3[N:8]=[CH:9][CH:10]=[C:6]3[N:5]=2)=[O:24])=[CH:19][CH:18]=1)([CH3:21])[CH3:22]. (6) Given the reactants C(O[C:4]([O:12][CH2:13][CH3:14])=[CH:5][C:6](=[O:11])[C:7]([F:10])([F:9])[F:8])C.[F:15][C:16]1[CH:21]=[CH:20][C:19]([NH:22][NH2:23])=[CH:18][N:17]=1, predict the reaction product. The product is: [CH2:13]([O:12][C:4]1[CH2:5][C:6]([C:7]([F:8])([F:9])[F:10])([OH:11])[N:22]([C:19]2[CH:18]=[N:17][C:16]([F:15])=[CH:21][CH:20]=2)[N:23]=1)[CH3:14]. (7) The product is: [C:1]([O:5][C:6]([N:8]1[CH2:13][CH2:12][N:11]([C:14]2[CH:19]=[N:18][CH:17]=[C:16]([O:26][CH2:25][C:24]3[CH:27]=[CH:28][CH:29]=[C:22]([Cl:21])[CH:23]=3)[N:15]=2)[CH2:10][CH2:9]1)=[O:7])([CH3:4])([CH3:3])[CH3:2]. Given the reactants [C:1]([O:5][C:6]([N:8]1[CH2:13][CH2:12][N:11]([C:14]2[CH:19]=[N:18][CH:17]=[C:16](Cl)[N:15]=2)[CH2:10][CH2:9]1)=[O:7])([CH3:4])([CH3:3])[CH3:2].[Cl:21][C:22]1[CH:23]=[C:24]([CH:27]=[CH:28][CH:29]=1)[CH2:25][OH:26].[OH-].[K+], predict the reaction product. (8) Given the reactants [Si:1]([O:8][CH:9]([C:22]1[O:23][CH:24]=[CH:25][N:26]=1)[CH2:10][CH2:11][CH2:12][CH2:13][CH2:14][CH2:15][C:16]1[CH:21]=[CH:20][CH:19]=[CH:18][CH:17]=1)([C:4]([CH3:7])([CH3:6])[CH3:5])([CH3:3])[CH3:2].[Li]C(C)(C)C.[Br:32]Br, predict the reaction product. The product is: [Br:32][C:24]1[O:23][C:22]([CH:9]([O:8][Si:1]([C:4]([CH3:7])([CH3:5])[CH3:6])([CH3:2])[CH3:3])[CH2:10][CH2:11][CH2:12][CH2:13][CH2:14][CH2:15][C:16]2[CH:21]=[CH:20][CH:19]=[CH:18][CH:17]=2)=[N:26][CH:25]=1.